This data is from Peptide-MHC class II binding affinity with 134,281 pairs from IEDB. The task is: Regression. Given a peptide amino acid sequence and an MHC pseudo amino acid sequence, predict their binding affinity value. This is MHC class II binding data. (1) The peptide sequence is KYKTFEAAFTVSSKR. The MHC is DRB1_0701 with pseudo-sequence DRB1_0701. The binding affinity (normalized) is 0.417. (2) The peptide sequence is RQEKWMTGRMGERQL. The MHC is HLA-DQA10201-DQB10301 with pseudo-sequence HLA-DQA10201-DQB10301. The binding affinity (normalized) is 0.530. (3) The peptide sequence is SNEIKIVATPDGGSI. The MHC is DRB1_0101 with pseudo-sequence DRB1_0101. The binding affinity (normalized) is 0.272.